This data is from Full USPTO retrosynthesis dataset with 1.9M reactions from patents (1976-2016). The task is: Predict the reactants needed to synthesize the given product. (1) Given the product [CH3:18][O:17][C:15](=[O:16])[CH2:14][C:13]1[C:19]([CH3:20])=[N:2][NH:3][C:11]=1[C:8]1[CH:9]=[CH:10][C:5]([Cl:4])=[CH:6][CH:7]=1, predict the reactants needed to synthesize it. The reactants are: O.[NH2:2][NH2:3].[Cl:4][C:5]1[CH:10]=[CH:9][C:8]([C:11]([CH:13]([C:19](=O)[CH3:20])[CH2:14][C:15]([O:17][CH3:18])=[O:16])=O)=[CH:7][CH:6]=1.O. (2) Given the product [CH2:9]([O:11][C:12]([C@H:14]1[CH2:18][CH2:17][C@@H:16]([C:19]2[CH:24]=[C:23]([F:25])[C:22]([F:26])=[C:21]([F:27])[CH:20]=2)[N:15]1[CH2:1][C:2]1[CH:7]=[CH:6][CH:5]=[CH:4][CH:3]=1)=[O:13])[CH3:10], predict the reactants needed to synthesize it. The reactants are: [CH:1](=O)[C:2]1[CH:7]=[CH:6][CH:5]=[CH:4][CH:3]=1.[CH2:9]([O:11][C:12]([C@H:14]1[CH2:18][CH2:17][C@@H:16]([C:19]2[CH:24]=[C:23]([F:25])[C:22]([F:26])=[C:21]([F:27])[CH:20]=2)[NH:15]1)=[O:13])[CH3:10].[Na].[Cl-].[NH4+]. (3) Given the product [N:9]1([S:14]([NH2:17])(=[O:16])=[O:15])[CH2:10][CH2:11][O:12][CH2:13][CH2:8]1, predict the reactants needed to synthesize it. The reactants are: C([CH:8]1[CH2:13][O:12][CH2:11][CH2:10][N:9]1[S:14]([NH2:17])(=[O:16])=[O:15])(OC(C)(C)C)=O.C(C1(S([NH-])(=O)=O)CC1)C. (4) The reactants are: [C:1]12([CH2:11]O)[CH2:10][CH:5]3[CH2:6][CH:7]([CH2:9][CH:3]([CH2:4]3)C1)[CH2:8]2.[CH3:13][C:14]1([CH3:26])[C:18]([CH3:20])([CH3:19])[O:17][B:16]([C:21]2[CH:22]=[N:23][NH:24][CH:25]=2)[O:15]1.CC1C(B2OC(C)(C)C(C)(C)[O:34]2)=C(C)NN=1. Given the product [C:1]12([CH2:11][N:24]3[CH:25]=[C:21]([B:16]4[O:17][C:18]([CH3:19])([CH3:20])[C:14]([CH3:26])([CH3:13])[O:15]4)[CH:22]=[N:23]3)[CH2:8][CH:7]3[CH2:6][CH:5]([CH2:4][CH:3]([CH2:9]3)[O:34]1)[CH2:10]2, predict the reactants needed to synthesize it. (5) Given the product [CH:36]([O:17][C:16](=[O:18])[NH:15][C:4]1[CH:3]=[C:2]([C:19]2[CH:24]=[CH:23][CH:22]=[CH:21][CH:20]=2)[N:7]=[C:6]([NH:8][C:9]2[CH:14]=[CH:13][CH:12]=[CH:11][CH:10]=2)[N:5]=1)([CH3:40])[CH3:37], predict the reactants needed to synthesize it. The reactants are: Cl[C:2]1[N:7]=[C:6]([NH:8][C:9]2[CH:14]=[CH:13][CH:12]=[CH:11][CH:10]=2)[N:5]=[C:4]([NH:15][C:16](=[O:18])[O-:17])[CH:3]=1.[C:19]1(B(O)O)[CH:24]=[CH:23][CH:22]=[CH:21][CH:20]=1.[O-]P([O-])([O-])=O.[K+].[K+].[K+].[CH2:36]1[CH2:40]OC[CH2:37]1. (6) The reactants are: [Cl:1][C:2]1[CH:19]=[CH:18][C:5]([O:6][CH2:7][C:8]2[N:16]=[CH:15][C:14]([F:17])=[CH:13][C:9]=2[C:10]([OH:12])=O)=[CH:4][CH:3]=1.Cl.[NH2:21][C@H:22]([C:24]1[CH:33]=[CH:32][C:27]([C:28]([O:30][CH3:31])=[O:29])=[CH:26][CH:25]=1)[CH3:23]. Given the product [Cl:1][C:2]1[CH:3]=[CH:4][C:5]([O:6][CH2:7][C:8]2[C:9]([C:10]([NH:21][C@H:22]([C:24]3[CH:33]=[CH:32][C:27]([C:28]([O:30][CH3:31])=[O:29])=[CH:26][CH:25]=3)[CH3:23])=[O:12])=[CH:13][C:14]([F:17])=[CH:15][N:16]=2)=[CH:18][CH:19]=1, predict the reactants needed to synthesize it. (7) Given the product [O:23]1[CH:27]=[CH:26][CH:25]=[C:24]1[CH:28]1[C:3]([C:4]([O:6][CH2:7][C:8]2[CH:13]=[CH:12][C:11]([O:14][CH3:15])=[CH:10][CH:9]=2)=[O:5])=[C:2]([CH3:16])[N:21]([CH3:22])[C:19](=[O:20])[N:18]1[CH3:17], predict the reactants needed to synthesize it. The reactants are: O=[C:2]([CH3:16])[CH2:3][C:4]([O:6][CH2:7][C:8]1[CH:13]=[CH:12][C:11]([O:14][CH3:15])=[CH:10][CH:9]=1)=[O:5].[CH3:17][NH:18][C:19]([NH:21][CH3:22])=[O:20].[O:23]1[CH:27]=[CH:26][CH:25]=[C:24]1[CH:28]=O. (8) Given the product [Br:1][C:2]1[C:3]([F:10])=[C:4]([CH:5]([C:15]2[CH:16]=[CH:17][C:12]([F:11])=[CH:13][C:14]=2[O:20][CH3:21])[OH:6])[CH:7]=[CH:8][CH:9]=1, predict the reactants needed to synthesize it. The reactants are: [Br:1][C:2]1[C:3]([F:10])=[C:4]([CH:7]=[CH:8][CH:9]=1)[CH:5]=[O:6].[F:11][C:12]1[CH:17]=[CH:16][C:15]([Mg]Br)=[C:14]([O:20][CH3:21])[CH:13]=1. (9) Given the product [NH2:39][C:38]1[S:40]/[C:34](=[CH:1]\[C:3]2[CH:4]=[C:5]3[C:10](=[CH:11][CH:12]=2)[N:9]=[CH:8][C:7]([C:13]#[N:14])=[C:6]3[CH2:15][CH:16]([CH3:18])[CH3:17])/[C:35](=[O:36])[N:37]=1, predict the reactants needed to synthesize it. The reactants are: [CH:1]([C:3]1[CH:4]=[C:5]2[C:10](=[CH:11][CH:12]=1)[N:9]=[CH:8][C:7]([C:13]#[N:14])=[C:6]2[CH2:15][CH:16]([CH3:18])[CH3:17])=O.COC1C=CC(/C=[C:34]2/[C:35]([NH:37][C:38]([S:40]/2)=[NH:39])=[O:36])=CC=1OC1CCCC1.C([O-])(=O)C.[Na+].